Dataset: Full USPTO retrosynthesis dataset with 1.9M reactions from patents (1976-2016). Task: Predict the reactants needed to synthesize the given product. Given the product [C:18]([O:21][C:17]1[CH:16]=[CH:27][C:26]([C:29]([O:10][C@@H:2]2[CH2:1][O:5][C@H:4]3[C@@H:6]([O:9][C:29](=[O:30])[C:26]4[CH:27]=[CH:28][C:23]([O:22][C:18](=[O:21])[CH:19]=[CH2:20])=[CH:24][CH:25]=4)[CH2:7][O:8][C@@H:3]23)=[O:30])=[CH:25][CH:24]=1)(=[O:32])[CH:19]=[CH2:20], predict the reactants needed to synthesize it. The reactants are: [CH2:1]1[O:5][C@H:4]2[C@@H:6]([OH:9])[CH2:7][O:8][C@H:3]2[C@@H:2]1[OH:10].C(N([CH2:16][CH3:17])CC)C.[C:18]([O:22][C:23]1[CH:28]=[CH:27][C:26]([C:29](Cl)=[O:30])=[CH:25][CH:24]=1)(=[O:21])[CH:19]=[CH2:20].[OH2:32].